This data is from Catalyst prediction with 721,799 reactions and 888 catalyst types from USPTO. The task is: Predict which catalyst facilitates the given reaction. The catalyst class is: 318. Reactant: [CH3:1][N:2]([C@@H:4]1[C:22](=[O:23])[C:21]([C:24]([NH2:26])=[O:25])=[C:20]([OH:27])[C@:19]2([OH:28])[C@H:5]1[CH2:6][C@H:7]1[C:16]([C:17]2=[O:18])=[C:15]([OH:29])[C:14]2[C:9](=[C:10](I)[CH:11]=[CH:12][C:13]=2[OH:30])[CH2:8]1)[CH3:3]. Product: [CH3:1][N:2]([C@@H:4]1[C:22](=[O:23])[C:21]([C:24]([NH2:26])=[O:25])=[C:20]([OH:27])[C@:19]2([OH:28])[C@H:5]1[CH2:6][C@H:7]1[C:16]([C:17]2=[O:18])=[C:15]([OH:29])[C:14]2[C:9](=[C:10]([C:4]3[CH:22]=[CH:21][CH:20]=[CH:19][CH:5]=3)[CH:11]=[CH:12][C:13]=2[OH:30])[CH2:8]1)[CH3:3].